Task: Predict the product of the given reaction.. Dataset: Forward reaction prediction with 1.9M reactions from USPTO patents (1976-2016) (1) Given the reactants [Cl:1][C:2]1[C:10]([C:11]2[CH:12]=[CH:13][C:14]([NH2:17])=[N:15][CH:16]=2)=[CH:9][C:5]2[O:6][CH2:7][CH2:8][C:4]=2[CH:3]=1.[F:18][C:19]1[CH:27]=[CH:26][CH:25]=[C:24]([F:28])[C:20]=1[C:21](Cl)=[O:22].CCN(C(C)C)C(C)C.C([O-])(O)=O.[Na+].C(Cl)Cl, predict the reaction product. The product is: [F:18][C:19]1[CH:27]=[CH:26][CH:25]=[C:24]([F:28])[C:20]=1[C:21]([NH:17][C:14]1[CH:13]=[CH:12][C:11]([C:10]2[C:2]([Cl:1])=[CH:3][C:4]3[CH2:8][CH2:7][O:6][C:5]=3[CH:9]=2)=[CH:16][N:15]=1)=[O:22]. (2) The product is: [Cl:15][C:16]1[C:22]([Cl:23])=[CH:21][CH:20]=[CH:19][C:17]=1[NH:18][C:9](=[O:11])[C:8]1[CH:7]=[C:6]([CH:5]=[CH:4][C:3]=1[O:2][CH3:1])[C:12]([NH2:14])=[O:13]. Given the reactants [CH3:1][O:2][C:3]1[C:8]([C:9]([OH:11])=O)=[CH:7][C:6]([C:12]([NH2:14])=[O:13])=[CH:5][CH:4]=1.[Cl:15][C:16]1[C:22]([Cl:23])=[CH:21][CH:20]=[CH:19][C:17]=1[NH2:18], predict the reaction product. (3) Given the reactants Br[CH2:2][CH2:3][CH:4]=[CH2:5].[Mg].II.[O:9]=[C:10]1[CH2:15][CH2:14][N:13]([C:16]([O:18][C:19]([CH3:22])([CH3:21])[CH3:20])=[O:17])[CH2:12][CH2:11]1, predict the reaction product. The product is: [C:19]([O:18][C:16]([N:13]1[CH2:12][CH2:11][C:10]([CH2:5][CH2:4][CH:3]=[CH2:2])([OH:9])[CH2:15][CH2:14]1)=[O:17])([CH3:22])([CH3:21])[CH3:20]. (4) Given the reactants [F:1][C:2]([F:7])([F:6])[C:3]([OH:5])=[O:4].[CH2:8]([S:10]([N:13]1[CH2:18][CH2:17][CH:16]([C:19]2[C:27]3[C:22](=[C:23]([C:39]([NH2:41])=[O:40])[CH:24]=[C:25]([C:28]4[CH:29]=[N:30][N:31]([CH2:33][CH2:34][NH:35][CH2:36][CH2:37]O)[CH:32]=4)[CH:26]=3)[NH:21][CH:20]=2)[CH2:15][CH2:14]1)(=[O:12])=[O:11])[CH3:9].[CH2:42]([N:44](CC)[CH2:45][CH2:46]N)[CH3:43].NCCO, predict the reaction product. The product is: [F:1][C:2]([F:7])([F:6])[C:3]([OH:5])=[O:4].[CH2:42]([N:44]([CH2:45][CH3:46])[CH2:37][CH2:36][NH:35][CH2:34][CH2:33][N:31]1[CH:32]=[C:28]([C:25]2[CH:26]=[C:27]3[C:22](=[C:23]([C:39]([NH2:41])=[O:40])[CH:24]=2)[NH:21][CH:20]=[C:19]3[CH:16]2[CH2:17][CH2:18][N:13]([S:10]([CH2:8][CH3:9])(=[O:12])=[O:11])[CH2:14][CH2:15]2)[CH:29]=[N:30]1)[CH3:43]. (5) Given the reactants Cl[C:2]1[CH:7]=[CH:6][C:5]([N+:8]([O-:10])=[O:9])=[C:4]([F:11])[CH:3]=1.[CH3:12][Si:13]([CH3:19])([CH3:18])[Si:13]([CH3:19])([CH3:18])[CH3:12], predict the reaction product. The product is: [F:11][C:4]1[CH:3]=[C:2]([Si:13]([CH3:19])([CH3:18])[CH3:12])[CH:7]=[CH:6][C:5]=1[N+:8]([O-:10])=[O:9].